This data is from Clinical trial toxicity outcomes and FDA approval status for drugs. The task is: Regression/Classification. Given a drug SMILES string, predict its toxicity properties. Task type varies by dataset: regression for continuous values (e.g., LD50, hERG inhibition percentage) or binary classification for toxic/non-toxic outcomes (e.g., AMES mutagenicity, cardiotoxicity, hepatotoxicity). Dataset: clintox. (1) The molecule is Nc1ccc(/N=N/c2ccccc2)c(N)n1. The result is 0 (passed clinical trial). (2) The molecule is COc1ccccc1OCC[NH2+]CC(O)COc1cccc2[nH]c3ccccc3c12. The result is 0 (passed clinical trial). (3) The compound is C[C@]12C[C@H](O)[C@@]3(F)[C@@H](CCC4=CC(=O)C=C[C@@]43C)[C@@H]1C[C@@H](O)[C@]2(O)C(=O)CO. The result is 0 (passed clinical trial). (4) The compound is CC(=O)O[C@H]1C(=O)[C@]2(C)[C@@H](O)C[C@H]3OC[C@@]3(OC(C)=O)[C@H]2[C@H](OC(=O)c2ccccc2)[C@]2(O)C[C@H](OC(=O)[C@H](O)[C@@H](NC(=O)c3ccccc3)c3ccccc3)C(C)=C1C2(C)C. The result is 1 (failed clinical trial for toxicity). (5) The drug is CN(C)C(=O)C(CC[NH+]1CCC(O)(c2ccc(Cl)cc2)CC1)(c1ccccc1)c1ccccc1. The result is 0 (passed clinical trial). (6) The compound is CC(C)CN(C[C@@H](O)[C@H](Cc1ccccc1)NC(=O)O[C@H]1CCOC1)S(=O)(=O)c1ccc(N)cc1. The result is 0 (passed clinical trial). (7) The drug is II. The result is 0 (passed clinical trial).